From a dataset of Reaction yield outcomes from USPTO patents with 853,638 reactions. Predict the reaction yield, written as a fraction of the theoretical maximum amount of product (1.0 means a 100% yield; for example, 0.34 means a 34% yield). (1) The reactants are Cl.[CH3:2][O:3][C:4](=[O:10])[C@@H:5]1[CH2:9][CH2:8][CH2:7][NH:6]1.[Cl:11][C:12]1[C:13]([OH:23])=[C:14]([S:19](Cl)(=[O:21])=[O:20])[CH:15]=[C:16]([Cl:18])[CH:17]=1. The catalyst is N1C=CC=CC=1. The product is [CH3:2][O:3][C:4]([CH:5]1[CH2:9][CH2:8][CH2:7][N:6]1[S:19]([C:14]1[CH:15]=[C:16]([Cl:18])[CH:17]=[C:12]([Cl:11])[C:13]=1[OH:23])(=[O:20])=[O:21])=[O:10]. The yield is 0.490. (2) The reactants are [Cl:1][C:2]1[N:10]([CH2:11][CH:12]=[CH2:13])[C:9]2[C:8](=[O:14])[NH:7][C:6](=[O:15])[NH:5][C:4]=2[N:3]=1.C(=O)([O-])[O-].[Na+].[Na+].CS(O[CH2:27][CH2:28][CH:29]1[CH2:31][CH2:30]1)(=O)=O. The catalyst is CN(C)C=O. The product is [Cl:1][C:2]1[N:10]([CH2:11][CH:12]=[CH2:13])[C:9]2[C:8](=[O:14])[NH:7][C:6](=[O:15])[N:5]([CH2:27][CH2:28][CH:29]3[CH2:31][CH2:30]3)[C:4]=2[N:3]=1. The yield is 0.490.